Dataset: Full USPTO retrosynthesis dataset with 1.9M reactions from patents (1976-2016). Task: Predict the reactants needed to synthesize the given product. (1) Given the product [I:1][C:2]1[C:3]([OH:23])=[C:4]([CH:19]=[C:20]([I:22])[CH:21]=1)[C:5]([NH:7][C:8]1[CH:9]=[CH:10][C:11]([C:12]([OH:14])=[O:13])=[CH:17][CH:18]=1)=[O:6], predict the reactants needed to synthesize it. The reactants are: [I:1][C:2]1[C:3]([OH:23])=[C:4]([CH:19]=[C:20]([I:22])[CH:21]=1)[C:5]([NH:7][C:8]1[CH:18]=[CH:17][C:11]([C:12]([O:14]CC)=[O:13])=[CH:10][CH:9]=1)=[O:6]. (2) Given the product [NH2:38][CH2:39][CH2:40][CH:41]([NH:48][C:20]([C:19]1[CH:23]=[CH:24][C:25]([CH3:26])=[C:17]([NH:16][C:14]([C:8]2[C:9](=[O:13])[NH:10][C:11]3[C:6]([CH:7]=2)=[CH:5][C:4]([O:27][CH2:28][CH2:29][O:30][CH3:31])=[C:3]([O:2][CH3:1])[CH:12]=3)=[O:15])[CH:18]=1)=[O:21])[C:42]1[CH:47]=[CH:46][CH:45]=[CH:44][CH:43]=1, predict the reactants needed to synthesize it. The reactants are: [CH3:1][O:2][C:3]1[CH:12]=[C:11]2[C:6]([CH:7]=[C:8]([C:14]([NH:16][C:17]3[CH:18]=[C:19]([CH:23]=[CH:24][C:25]=3[CH3:26])[C:20](O)=[O:21])=[O:15])[C:9](=[O:13])[NH:10]2)=[CH:5][C:4]=1[O:27][CH2:28][CH2:29][O:30][CH3:31].C(OC(=O)[NH:38][CH2:39][CH2:40][CH:41]([NH2:48])[C:42]1[CH:47]=[CH:46][CH:45]=[CH:44][CH:43]=1)(C)(C)C. (3) Given the product [Cl:1][C:2]1[CH:3]=[C:4]([CH:44]=[CH:45][CH:46]=1)[O:5][C:6]1[CH:7]=[C:8]2[C:13](=[CH:14][CH:15]=1)[CH2:12][N:11]([C:16](=[O:30])[C@@H:17]([NH:22][C:23]1[CH:28]=[CH:27][C:26]([F:29])=[CH:25][CH:24]=1)[C:18]([CH3:21])([CH3:20])[CH3:19])[CH:10]([C:31]([NH:33][C@:34]1([C:39]([OH:41])=[O:40])[CH2:36][C@H:35]1[CH:37]=[CH2:38])=[O:32])[CH2:9]2, predict the reactants needed to synthesize it. The reactants are: [Cl:1][C:2]1[CH:3]=[C:4]([CH:44]=[CH:45][CH:46]=1)[O:5][C:6]1[CH:7]=[C:8]2[C:13](=[CH:14][CH:15]=1)[CH2:12][N:11]([C:16](=[O:30])[C@@H:17]([NH:22][C:23]1[CH:28]=[CH:27][C:26]([F:29])=[CH:25][CH:24]=1)[C:18]([CH3:21])([CH3:20])[CH3:19])[CH:10]([C:31]([NH:33][C@:34]1([C:39]([O:41]CC)=[O:40])[CH2:36][C@H:35]1[CH:37]=[CH2:38])=[O:32])[CH2:9]2.O.[OH-].[Li+].